This data is from Peptide-MHC class I binding affinity with 185,985 pairs from IEDB/IMGT. The task is: Regression. Given a peptide amino acid sequence and an MHC pseudo amino acid sequence, predict their binding affinity value. This is MHC class I binding data. The peptide sequence is TAAQAAVVRF. The MHC is HLA-B44:03 with pseudo-sequence HLA-B44:03. The binding affinity (normalized) is 0.